Task: Predict which catalyst facilitates the given reaction.. Dataset: Catalyst prediction with 721,799 reactions and 888 catalyst types from USPTO (1) Reactant: [NH2:1][C:2]1[C:3]([N:8]2[CH2:13][CH2:12][NH:11][CH2:10][CH:9]2[C:14]([O:16][C:17]([CH3:20])([CH3:19])[CH3:18])=[O:15])=[N:4][CH:5]=[CH:6][CH:7]=1.[CH3:21][C:22]([CH3:24])=O.CC(O)=O.[BH-](OC(C)=O)(OC(C)=O)OC(C)=O.[Na+].C([O-])(O)=O.[Na+]. Product: [C:14]([CH:9]1[CH2:10][NH:11][CH2:12][CH2:13][N:8]1[C:3]1[C:2]([NH:1][CH:22]([CH3:24])[CH3:21])=[CH:7][CH:6]=[CH:5][N:4]=1)([O:16][C:17]([CH3:20])([CH3:19])[CH3:18])=[O:15]. The catalyst class is: 68. (2) Reactant: [CH3:1][O:2][C:3]1[N:8]=[C:7]([C:9]2[CH:10]=[C:11]([OH:15])[CH:12]=[CH:13][CH:14]=2)[CH:6]=[C:5]([NH:16][CH2:17][CH2:18][C:19]2[CH:24]=[CH:23][C:22]([O:25][CH3:26])=[CH:21][CH:20]=2)[N:4]=1.[ClH:27]. Product: [ClH:27].[CH3:1][O:2][C:3]1[N:8]=[C:7]([C:9]2[CH:10]=[C:11]([OH:15])[CH:12]=[CH:13][CH:14]=2)[CH:6]=[C:5]([NH:16][CH2:17][CH2:18][C:19]2[CH:20]=[CH:21][C:22]([O:25][CH3:26])=[CH:23][CH:24]=2)[N:4]=1. The catalyst class is: 25. (3) Reactant: C[O:2][C:3]([C:5]1[CH:6]=[C:7]2[C:13]([Br:14])=[CH:12][S:11][C:8]2=[CH:9][N:10]=1)=[O:4].CO.[OH-].[Na+]. Product: [Br:14][C:13]1[C:7]2[C:8](=[CH:9][N:10]=[C:5]([C:3]([OH:4])=[O:2])[CH:6]=2)[S:11][CH:12]=1. The catalyst class is: 6. (4) Reactant: [NH2:1][C:2]1[S:3][C:4]([C:8]([O:10][CH2:11][CH3:12])=[O:9])=[C:5]([CH3:7])[N:6]=1.N1C=CC=CC=1.[C:19](Cl)(=[O:26])[C:20]1[CH:25]=[CH:24][CH:23]=[CH:22][CH:21]=1. Product: [C:19]([NH:1][C:2]1[S:3][C:4]([C:8]([O:10][CH2:11][CH3:12])=[O:9])=[C:5]([CH3:7])[N:6]=1)(=[O:26])[C:20]1[CH:25]=[CH:24][CH:23]=[CH:22][CH:21]=1. The catalyst class is: 4. (5) Reactant: P(Br)(Br)[Br:2].O[CH2:6][C:7]1[S:8][C:9]2[C:15]([C:16]3[CH:17]=[C:18]([CH:26]=[CH:27][CH:28]=3)[C:19]([NH:21][CH2:22][CH2:23][O:24][CH3:25])=[O:20])=[CH:14][CH:13]=[CH:12][C:10]=2[CH:11]=1.C(=O)(O)[O-].[Na+]. Product: [Br:2][CH2:6][C:7]1[S:8][C:9]2[C:15]([C:16]3[CH:17]=[C:18]([CH:26]=[CH:27][CH:28]=3)[C:19]([NH:21][CH2:22][CH2:23][O:24][CH3:25])=[O:20])=[CH:14][CH:13]=[CH:12][C:10]=2[CH:11]=1. The catalyst class is: 28. (6) Reactant: [CH3:1][N:2]1[CH:6]=[C:5]([C:7]2[CH:8]=[C:9]([O:14][CH2:15][CH:16]3[CH2:21][CH2:20][NH:19][CH2:18][CH2:17]3)[C:10]([NH2:13])=[N:11][CH:12]=2)[N:4]=[N:3]1.[Cl:22][C:23]1[N:28]=[C:27]([C:29]([O:31][CH3:32])=[O:30])[CH:26]=[C:25](Cl)[N:24]=1.CCN(C(C)C)C(C)C. Product: [NH2:13][C:10]1[C:9]([O:14][CH2:15][CH:16]2[CH2:21][CH2:20][N:19]([C:25]3[N:24]=[C:23]([Cl:22])[N:28]=[C:27]([C:29]([O:31][CH3:32])=[O:30])[CH:26]=3)[CH2:18][CH2:17]2)=[CH:8][C:7]([C:5]2[N:4]=[N:3][N:2]([CH3:1])[CH:6]=2)=[CH:12][N:11]=1. The catalyst class is: 36. (7) Reactant: [Br:1][C:2]1[C:6]([C:7]([O:9][CH2:10][CH3:11])=[O:8])=[C:5](Br)[N:4]([CH3:13])[N:3]=1.[NH:14]1[CH2:19][CH2:18][O:17][CH2:16][CH2:15]1. Product: [Br:1][C:2]1[C:6]([C:7]([O:9][CH2:10][CH3:11])=[O:8])=[C:5]([N:14]2[CH2:19][CH2:18][O:17][CH2:16][CH2:15]2)[N:4]([CH3:13])[N:3]=1. The catalyst class is: 6.